Task: Predict the product of the given reaction.. Dataset: Forward reaction prediction with 1.9M reactions from USPTO patents (1976-2016) Given the reactants Cl[CH2:2][CH2:3][CH2:4][CH2:5][C:6]#[C:7][C:8]1[C:12]2[N:13]=[C:14]([CH2:18][CH2:19][O:20][CH3:21])[NH:15][C:16](=[O:17])[C:11]=2[NH:10][N:9]=1.[NH:22]1[CH2:26][CH2:25][CH2:24][CH2:23]1.C(N(CC)CC)C.[H][H], predict the reaction product. The product is: [CH3:21][O:20][CH2:19][CH2:18][C:14]1[NH:15][C:16](=[O:17])[C:11]2[NH:10][N:9]=[C:8]([CH2:7][CH2:6][CH2:5][CH2:4][CH2:3][CH2:2][N:22]3[CH2:26][CH2:25][CH2:24][CH2:23]3)[C:12]=2[N:13]=1.